Task: Regression. Given a peptide amino acid sequence and an MHC pseudo amino acid sequence, predict their binding affinity value. This is MHC class I binding data.. Dataset: Peptide-MHC class I binding affinity with 185,985 pairs from IEDB/IMGT The peptide sequence is SLYNTVATL. The MHC is HLA-A68:02 with pseudo-sequence HLA-A68:02. The binding affinity (normalized) is 0.119.